This data is from Full USPTO retrosynthesis dataset with 1.9M reactions from patents (1976-2016). The task is: Predict the reactants needed to synthesize the given product. (1) Given the product [C:34]([C@@H:32]([C@H:30]([C:29]([OH:38])=[O:37])[OH:31])[OH:33])([OH:36])=[O:35].[NH:11]1[CH2:14][CH2:13][C@H:12]1[CH2:15][O:16][C:17]1[CH:18]=[C:19]([N:23]2[CH2:24][CH:25]3[CH:27]([CH2:26]3)[CH2:28]2)[CH:20]=[N:21][CH:22]=1, predict the reactants needed to synthesize it. The reactants are: C(OC([N:11]1[CH2:14][CH2:13][C@H:12]1[CH2:15][O:16][C:17]1[CH:18]=[C:19]([N:23]2[CH2:28][CH:27]3[CH:25]([CH2:26]3)[CH2:24]2)[CH:20]=[N:21][CH:22]=1)=O)C1C=CC=CC=1.[C:29]([OH:38])(=[O:37])[C@@H:30]([C@H:32]([C:34]([OH:36])=[O:35])[OH:33])[OH:31]. (2) Given the product [NH2:13][C:7]1[CH:8]=[C:9]2[C:4](=[CH:5][CH:6]=1)[CH:3]([CH2:2][NH:1][C:17](=[O:20])[CH2:18][CH3:19])[CH2:12][CH2:11][CH2:10]2, predict the reactants needed to synthesize it. The reactants are: [NH2:1][CH2:2][CH:3]1[CH2:12][CH2:11][CH2:10][C:9]2[CH:8]=[C:7]([NH2:13])[CH:6]=[CH:5][C:4]1=2.Cl.[OH-].[Na+].[C:17](O[C:17](=[O:20])[CH2:18][CH3:19])(=[O:20])[CH2:18][CH3:19]. (3) Given the product [NH:8]1[CH2:9][CH2:10][CH:11]([C:14]2[C:15](=[O:24])[NH:16][C:17]3[C:22]([CH:23]=2)=[CH:21][CH:20]=[CH:19][CH:18]=3)[CH2:12][CH2:13]1, predict the reactants needed to synthesize it. The reactants are: C([N:8]1[CH2:13][CH2:12][CH:11]([C:14]2[C:15](=[O:24])[NH:16][C:17]3[C:22]([CH:23]=2)=[CH:21][CH:20]=[CH:19][CH:18]=3)[CH2:10][CH2:9]1)C1C=CC=CC=1.[H][H]. (4) The reactants are: Cl[C:2]1[N:3]=[C:4]([NH:26][CH2:27][C:28]2[CH:33]=[CH:32][C:31]([O:34][CH3:35])=[CH:30][CH:29]=2)[C:5]2[C:6](=[N:8][N:9]([CH2:11][C:12]3[CH:25]=[CH:24][C:15]([CH2:16][N:17]4[CH:22]=[CH:21][CH:20]=[CH:19][C:18]4=[O:23])=[CH:14][CH:13]=3)[CH:10]=2)[N:7]=1.[I-].[K+].[NH:38]=[CH-:39].[Na+].C(O)C. Given the product [CH3:35][O:34][C:31]1[CH:32]=[CH:33][C:28]([CH2:27][NH:26][C:4]2[C:5]3[C:6](=[N:8][N:9]([CH2:11][C:12]4[CH:25]=[CH:24][C:15]([CH2:16][N:17]5[CH:22]=[CH:21][CH:20]=[CH:19][C:18]5=[O:23])=[CH:14][CH:13]=4)[CH:10]=3)[N:7]=[C:2]([C:39]#[N:38])[N:3]=2)=[CH:29][CH:30]=1, predict the reactants needed to synthesize it.